Dataset: Catalyst prediction with 721,799 reactions and 888 catalyst types from USPTO. Task: Predict which catalyst facilitates the given reaction. (1) Reactant: I[C:2]1[C:3]([O:8][C:9]2[CH:14]=[CH:13][C:12]([NH:15][C:16]3[CH:21]=[CH:20][CH:19]=[CH:18][N:17]=3)=[CH:11][CH:10]=2)=[N:4][CH:5]=[CH:6][CH:7]=1.C(N(CC)CC)C.[CH2:29]([OH:32])[C:30]#[CH:31]. Product: [N:17]1[CH:18]=[CH:19][CH:20]=[CH:21][C:16]=1[NH:15][C:12]1[CH:13]=[CH:14][C:9]([O:8][C:3]2[C:2]([C:31]#[C:30][CH2:29][OH:32])=[CH:7][CH:6]=[CH:5][N:4]=2)=[CH:10][CH:11]=1. The catalyst class is: 700. (2) Reactant: [Br:1][C:2]1[CH:3]=[CH:4][C:5]([I:11])=[C:6]([CH:10]=1)[C:7](O)=[O:8].[CH3:12][NH:13][CH3:14].C(N(C(C)C)CC)(C)C.C(OCC)(=O)C. Product: [Br:1][C:2]1[CH:3]=[CH:4][C:5]([I:11])=[C:6]([CH:10]=1)[C:7]([N:13]([CH3:14])[CH3:12])=[O:8]. The catalyst class is: 9. (3) Reactant: [N:1]1[CH:6]=[CH:5][CH:4]=[CH:3][C:2]=1[N:7]1[CH2:12][CH2:11][NH:10][CH2:9][CH2:8]1.Cl[CH2:14][C:15]1[NH:16][C:17]2[CH:23]=[CH:22][CH:21]=[CH:20][C:18]=2[N:19]=1.C(N(CC)CC)C. Product: [N:1]1[CH:6]=[CH:5][CH:4]=[CH:3][C:2]=1[N:7]1[CH2:8][CH2:9][N:10]([CH2:14][C:15]2[NH:19][C:18]3[CH:20]=[CH:21][CH:22]=[CH:23][C:17]=3[N:16]=2)[CH2:11][CH2:12]1. The catalyst class is: 3. (4) Reactant: [OH:1][C:2]1[CH:12]=[N:11][CH:10]=[CH:9][C:3]=1[C:4]([O:6][CH2:7][CH3:8])=[O:5].[C:13]([O:17][CH2:18][CH3:19])(=[O:16])[CH2:14]O.C1(P(C2C=CC=CC=2)C2C=CC=CC=2)C=CC=CC=1.CC(OC(/N=N/C(OC(C)C)=O)=O)C. Product: [CH2:18]([O:17][C:13]([CH2:14][O:1][C:2]1[CH:12]=[N:11][CH:10]=[CH:9][C:3]=1[C:4]([O:6][CH2:7][CH3:8])=[O:5])=[O:16])[CH3:19]. The catalyst class is: 1. (5) Reactant: [F:1][C:2]1[CH:3]=[C:4]([CH:15]=[CH:16][C:17]=1[NH:18][C:19]([C:21]1([C:24](=[O:33])[NH:25][C:26]2[CH:31]=[CH:30][C:29]([F:32])=[CH:28][CH:27]=2)[CH2:23][CH2:22]1)=[O:20])[O:5][C:6]1[CH:11]=[CH:10][N:9]=[C:8](C(N)=O)[CH:7]=1.O.FC(F)(F)C(OI(C1C=CC=CC=1)OC(=O)C(F)(F)F)=O.[N:56]1C=CC=CC=1. Product: [NH2:56][C:8]1[CH:7]=[C:6]([O:5][C:4]2[CH:15]=[CH:16][C:17]([NH:18][C:19]([C:21]3([C:24]([NH:25][C:26]4[CH:31]=[CH:30][C:29]([F:32])=[CH:28][CH:27]=4)=[O:33])[CH2:22][CH2:23]3)=[O:20])=[C:2]([F:1])[CH:3]=2)[CH:11]=[CH:10][N:9]=1. The catalyst class is: 9. (6) Reactant: [O:1]=[C:2]1[N:10](COCC[Si](C)(C)C)[C:5]2=[N:6][CH:7]=[CH:8][CH:9]=[C:4]2[C@:3]21[CH2:26][C:25]1[C:20](=[CH:21][CH:22]=[C:23]([NH:27]C(=O)OC(C)(C)C)[CH:24]=1)[CH2:19]2.Cl.C(N)CN.[OH-].[Na+]. Product: [NH2:27][C:23]1[CH:24]=[C:25]2[C:20](=[CH:21][CH:22]=1)[CH2:19][C@:3]1([C:4]3[C:5](=[N:6][CH:7]=[CH:8][CH:9]=3)[NH:10][C:2]1=[O:1])[CH2:26]2. The catalyst class is: 24. (7) Reactant: [NH2:1][CH:2]([CH2:12]CC1C=CC(C(C)(C)C)=CC=1)[CH:3]([C:5]1[CH:10]=[CH:9][C:8]([F:11])=[CH:7][CH:6]=1)[OH:4].[F:24][C:25]1[C:34]2[C:29](=[CH:30][CH:31]=[CH:32][CH:33]=2)[C:28]([C:35]([OH:37])=O)=[CH:27][CH:26]=1.O.ON1[C:44]2[CH:45]=[CH:46][CH:47]=[CH:48][C:43]=2N=N1.Cl.C(N=C=N[CH2:55][CH2:56][CH2:57]N(C)C)C.[C:61](#N)C. Product: [C:56]([C:43]1[CH:48]=[CH:47][C:46]([CH2:12][CH:2]([NH:1][C:35]([C:28]2[C:29]3[C:34](=[CH:33][CH:32]=[CH:31][CH:30]=3)[C:25]([F:24])=[CH:26][CH:27]=2)=[O:37])[CH:3]([C:5]2[CH:10]=[CH:9][C:8]([F:11])=[CH:7][CH:6]=2)[OH:4])=[CH:45][CH:44]=1)([CH3:57])([CH3:61])[CH3:55]. The catalyst class is: 13.